This data is from Catalyst prediction with 721,799 reactions and 888 catalyst types from USPTO. The task is: Predict which catalyst facilitates the given reaction. (1) Reactant: [F:1][C:2]1[CH:7]=[CH:6][C:5]([C:8]2[C:12]([CH2:13][OH:14])=[C:11](/[CH:15]=[CH:16]/[C:17]3[CH:22]=[CH:21][CH:20]=[CH:19][CH:18]=3)[O:10][N:9]=2)=[CH:4][CH:3]=1.[CH2:23]([O:25][C:26]([C:28]1[CH:33]=[CH:32][C:31](O)=[CH:30][N:29]=1)=[O:27])[CH3:24].C1(P(C2C=CC=CC=2)C2C=CC=CC=2)C=CC=CC=1.N(C(OCC)=O)=NC(OCC)=O. Product: [CH2:23]([O:25][C:26]([C:28]1[CH:33]=[CH:32][C:31]([O:14][CH2:13][C:12]2[C:8]([C:5]3[CH:4]=[CH:3][C:2]([F:1])=[CH:7][CH:6]=3)=[N:9][O:10][C:11]=2/[CH:15]=[CH:16]/[C:17]2[CH:18]=[CH:19][CH:20]=[CH:21][CH:22]=2)=[CH:30][N:29]=1)=[O:27])[CH3:24]. The catalyst class is: 1. (2) Reactant: [OH:1][CH2:2][CH2:3][CH2:4][N:5]1[CH:9]=[C:8]([C:10]2[N:15]=[C:14]([C:16](=[O:19])[NH:17][CH3:18])[C:13]([NH:20][C:21]3[C:26]([C:27]([F:30])([F:29])[F:28])=[CH:25][N:24]=[C:23]([NH:31][C:32]4[CH:46]=[CH:45][C:35]([CH2:36][CH2:37][CH2:38][CH2:39][PH:40](=[O:44])[O:41]CC)=[CH:34][C:33]=4[O:47][CH3:48])[N:22]=3)=[CH:12][CH:11]=2)[CH:7]=[N:6]1.Br[Si](C)(C)C. Product: [OH:1][CH2:2][CH2:3][CH2:4][N:5]1[CH:9]=[C:8]([C:10]2[N:15]=[C:14]([C:16](=[O:19])[NH:17][CH3:18])[C:13]([NH:20][C:21]3[C:26]([C:27]([F:29])([F:30])[F:28])=[CH:25][N:24]=[C:23]([NH:31][C:32]4[CH:46]=[CH:45][C:35]([CH2:36][CH2:37][CH2:38][CH2:39][PH:40](=[O:41])[OH:44])=[CH:34][C:33]=4[O:47][CH3:48])[N:22]=3)=[CH:12][CH:11]=2)[CH:7]=[N:6]1. The catalyst class is: 17. (3) Product: [CH2:24]([C:23]1[N:11]([CH2:10][CH2:9][O:8][CH2:7][CH2:6][OH:5])[C:12]2[C:21]3[N:20]=[CH:19][CH:18]=[CH:17][C:16]=3[N:15]=[CH:14][C:13]=2[N:22]=1)[CH2:25][CH3:26]. The catalyst class is: 8. Reactant: Cl.C([O:5][CH2:6][CH2:7][O:8][CH2:9][CH2:10][NH:11][C:12]1[C:21]2[C:16](=[CH:17][CH:18]=[CH:19][N:20]=2)[N:15]=[CH:14][C:13]=1[NH:22][C:23](=O)[CH2:24][CH2:25][CH3:26])(=O)C.[OH-].[Na+].